Dataset: Full USPTO retrosynthesis dataset with 1.9M reactions from patents (1976-2016). Task: Predict the reactants needed to synthesize the given product. (1) Given the product [S:21]([O:11][CH2:10][C@@H:9]1[CH2:12][CH2:13][CH2:14][N:8]1[C:1]([O:3][C:4]([CH3:7])([CH3:6])[CH3:5])=[O:2])([C:18]1[CH:19]=[CH:20][C:15]([CH3:25])=[CH:16][CH:17]=1)(=[O:23])=[O:22], predict the reactants needed to synthesize it. The reactants are: [C:1]([N:8]1[CH2:14][CH2:13][CH2:12][C@H:9]1[CH2:10][OH:11])([O:3][C:4]([CH3:7])([CH3:6])[CH3:5])=[O:2].[C:15]1([CH3:25])[CH:20]=[CH:19][C:18]([S:21](Cl)(=[O:23])=[O:22])=[CH:17][CH:16]=1.C(N(CC)CC)C.O. (2) Given the product [F:17][C:18]([F:27])([F:28])[C:19]1[CH:26]=[CH:25][C:22]([CH2:23][O:1][CH:2]2[CH2:3][CH2:4][N:5]([C:8]([O:10][C:11]([CH3:14])([CH3:13])[CH3:12])=[O:9])[CH2:6][CH2:7]2)=[CH:21][CH:20]=1, predict the reactants needed to synthesize it. The reactants are: [OH:1][CH:2]1[CH2:7][CH2:6][N:5]([C:8]([O:10][C:11]([CH3:14])([CH3:13])[CH3:12])=[O:9])[CH2:4][CH2:3]1.[H-].[Na+].[F:17][C:18]([F:28])([F:27])[C:19]1[CH:26]=[CH:25][C:22]([CH2:23]Br)=[CH:21][CH:20]=1.O. (3) Given the product [C:1]([C:5]1[CH:10]=[C:9]([CH2:11][OH:12])[CH:8]=[N:7][CH:6]=1)([CH3:4])([CH3:2])[CH3:3], predict the reactants needed to synthesize it. The reactants are: [C:1]([C:5]1[CH:6]=[N:7][CH:8]=[C:9]([CH2:11][O:12][Si](C(C)C)(C(C)C)C(C)C)[CH:10]=1)([CH3:4])([CH3:3])[CH3:2].CO. (4) Given the product [F:1][C:2]1[CH:3]=[C:4]([CH:43]=[C:44]([OH:46])[CH:45]=1)[CH2:5][C:6]1[C:14]2[C:13]([NH:15][C@H:16]([C:18]3[N:23]([C:24]4[CH:25]=[CH:26][CH:27]=[CH:28][CH:29]=4)[C:22](=[O:30])[C:21]4=[C:31]([CH3:34])[CH:32]=[CH:33][N:20]4[N:19]=3)[CH3:17])=[N:12][CH:11]=[N:10][C:9]=2[NH:8][CH:7]=1, predict the reactants needed to synthesize it. The reactants are: [F:1][C:2]1[CH:3]=[C:4]([CH:43]=[C:44]([O:46]C)[CH:45]=1)[CH2:5][C:6]1[C:14]2[C:13]([NH:15][C@H:16]([C:18]3[N:23]([C:24]4[CH:29]=[CH:28][CH:27]=[CH:26][CH:25]=4)[C:22](=[O:30])[C:21]4=[C:31]([CH3:34])[CH:32]=[CH:33][N:20]4[N:19]=3)[CH3:17])=[N:12][CH:11]=[N:10][C:9]=2[N:8](COCC[Si](C)(C)C)[CH:7]=1.B(Br)(Br)Br.N. (5) Given the product [NH2:1][C:2]1[CH:7]=[CH:6][C:5]([Br:8])=[CH:4][C:3]=1[C:9]([C:14]1[CH:15]=[CH:16][S:12][CH:13]=1)([OH:11])[CH3:10], predict the reactants needed to synthesize it. The reactants are: [NH2:1][C:2]1[CH:7]=[CH:6][C:5]([Br:8])=[CH:4][C:3]=1[C:9](=[O:11])[CH3:10].[S:12]1[CH:16]=[CH:15][C:14]([Li])=[CH:13]1.